Dataset: Full USPTO retrosynthesis dataset with 1.9M reactions from patents (1976-2016). Task: Predict the reactants needed to synthesize the given product. Given the product [C:44]([O:43][C@@H:9]([C:10]1[C:34]([CH3:35])=[CH:33][C:13]2[N:14]=[C:15]([C:17]3[CH:18]=[N:19][CH:20]=[C:21]([C:23]4[CH:24]=[C:25]5[C:29](=[CH:30][CH:31]=4)[N:28]([CH3:32])[N:27]=[CH:26]5)[CH:22]=3)[S:16][C:12]=2[C:11]=1[C:36]1[CH:41]=[CH:40][C:39]([Cl:42])=[CH:38][CH:37]=1)[CH2:8][OH:7])([CH3:47])([CH3:45])[CH3:46], predict the reactants needed to synthesize it. The reactants are: C([O:7][CH2:8][C@@H:9]([O:43][C:44]([CH3:47])([CH3:46])[CH3:45])[C:10]1[C:34]([CH3:35])=[CH:33][C:13]2[N:14]=[C:15]([C:17]3[CH:18]=[N:19][CH:20]=[C:21]([C:23]4[CH:24]=[C:25]5[C:29](=[CH:30][CH:31]=4)[N:28]([CH3:32])[N:27]=[CH:26]5)[CH:22]=3)[S:16][C:12]=2[C:11]=1[C:36]1[CH:41]=[CH:40][C:39]([Cl:42])=[CH:38][CH:37]=1)(=O)C(C)(C)C.C1COCC1.CO.[OH-].[Na+].